Dataset: Forward reaction prediction with 1.9M reactions from USPTO patents (1976-2016). Task: Predict the product of the given reaction. (1) The product is: [ClH:1].[CH:2]1([NH:5][C:6]([NH:8][C:9]2[CH:14]=[CH:13][C:12]([C:15]3[N:16]=[C:17]([N:24]4[CH2:25][CH2:26][O:27][CH2:28][CH2:29]4)[C:18]4[CH2:23][NH:22][CH2:21][C:19]=4[N:20]=3)=[C:11]([F:31])[CH:10]=2)=[O:7])[CH2:3][CH2:4]1. Given the reactants [ClH:1].[CH:2]1([NH:5][C:6]([NH:8][C:9]2[CH:14]=[CH:13][C:12]([C:15]3[N:16]=[C:17]([N:24]4[CH2:29][CH2:28][O:27][CH2:26][C@H:25]4C)[C:18]4[CH2:23][NH:22][CH2:21][C:19]=4[N:20]=3)=[C:11]([F:31])[CH:10]=2)=[O:7])[CH2:4][CH2:3]1.C1(NC(=O)NC2C=CC(C3N=C(N4CCOCC4)C4CN(C(OC(C)(C)C)=O)CC=4N=3)=C(F)C=2)CC1, predict the reaction product. (2) Given the reactants C1(P([CH:14]2[CH2:19][CH2:18]CCC2)C2CCCCC2)CCCCC1.[CH3:20][C:21](C)([O-:23])C.[Na+].[C:26]1([S:32]([CH2:35][C:36]2[CH:41]=[CH:40][CH:39]=[CH:38][C:37]=2Br)(=[O:34])=[O:33])[CH:31]=[CH:30][CH:29]=[CH:28][CH:27]=1.P([O-])(O)(O)=[O:44].[K+], predict the reaction product. The product is: [CH2:21]([O:23][C:14]([C:19]1[C:37]2[C:36](=[CH:41][CH:40]=[CH:39][CH:38]=2)[CH:35]([S:32]([C:26]2[CH:31]=[CH:30][CH:29]=[CH:28][CH:27]=2)(=[O:34])=[O:33])[CH:18]=1)=[O:44])[CH3:20]. (3) Given the reactants [CH3:1][O:2][C:3]1[CH:7]=[C:6]([C:8]([F:11])([F:10])[F:9])[S:5][C:4]=1[C:12]([OH:14])=[O:13].C([Li])CCC.[Li+].CC([N-]C(C)C)C.C(NC(C)C)(C)C.[CH2:35]([S:42][S:42][CH2:35][C:36]1[CH:41]=[CH:40][CH:39]=[CH:38][CH:37]=1)[C:36]1[CH:41]=[CH:40][CH:39]=[CH:38][CH:37]=1, predict the reaction product. The product is: [CH2:35]([S:42][C:7]1[C:3]([O:2][CH3:1])=[C:4]([C:12]([OH:14])=[O:13])[S:5][C:6]=1[C:8]([F:10])([F:11])[F:9])[C:36]1[CH:41]=[CH:40][CH:39]=[CH:38][CH:37]=1. (4) Given the reactants [I:1][C:2]1[CH:3]=[CH:4][CH:5]=[C:6]2[C:11]=1[NH:10][C:9](=O)[N:8]([CH2:13][CH2:14][CH2:15][S:16]([CH3:19])(=[O:18])=[O:17])[C:7]2=[O:20].CCN(C(C)C)C(C)C.P(Cl)(Cl)([Cl:32])=O, predict the reaction product. The product is: [Cl:32][C:9]1[N:8]([CH2:13][CH2:14][CH2:15][S:16]([CH3:19])(=[O:18])=[O:17])[C:7](=[O:20])[C:6]2[C:11](=[C:2]([I:1])[CH:3]=[CH:4][CH:5]=2)[N:10]=1. (5) Given the reactants Br[C:2]1[CH:3]=[CH:4][C:5]2[N:6]([C:8]([C:12]3[S:13][C:14]([C:23]4[N:27]=[CH:26][N:25]([CH:28]5[CH2:33][CH2:32][CH2:31][CH2:30][O:29]5)[N:24]=4)=[C:15]([C:17]4[CH:22]=[CH:21][CH:20]=[CH:19][CH:18]=4)[N:16]=3)=[C:9]([CH3:11])[N:10]=2)[CH:7]=1.[F:34][C:35]1[CH:40]=[CH:39][CH:38]=[C:37]([O:41][CH3:42])[C:36]=1B(O)O.C(=O)([O-])[O-].[Cs+].[Cs+].CCOC(C)=O, predict the reaction product. The product is: [F:34][C:35]1[CH:40]=[CH:39][CH:38]=[C:37]([O:41][CH3:42])[C:36]=1[C:2]1[CH:3]=[CH:4][C:5]2[N:6]([C:8]([C:12]3[S:13][C:14]([C:23]4[N:27]=[CH:26][N:25]([CH:28]5[CH2:33][CH2:32][CH2:31][CH2:30][O:29]5)[N:24]=4)=[C:15]([C:17]4[CH:22]=[CH:21][CH:20]=[CH:19][CH:18]=4)[N:16]=3)=[C:9]([CH3:11])[N:10]=2)[CH:7]=1. (6) Given the reactants [O:1]=[C:2]1[C:11]2[C:6](=[CH:7][CH:8]=[CH:9][CH:10]=2)[N:5]=[C:4]([CH2:12][CH2:13][CH2:14][C:15]([OH:17])=O)[NH:3]1.[N:18]1[CH:23]=[CH:22][C:21]([O:24][C@H:25]2[CH2:30][CH2:29][C@H:28]([NH2:31])[CH2:27][CH2:26]2)=[CH:20][CH:19]=1, predict the reaction product. The product is: [O:1]=[C:2]1[C:11]2[C:6](=[CH:7][CH:8]=[CH:9][CH:10]=2)[N:5]=[C:4]([CH2:12][CH2:13][CH2:14][C:15]([NH:31][C@H:28]2[CH2:27][CH2:26][C@H:25]([O:24][C:21]3[CH:22]=[CH:23][N:18]=[CH:19][CH:20]=3)[CH2:30][CH2:29]2)=[O:17])[NH:3]1.